Dataset: Full USPTO retrosynthesis dataset with 1.9M reactions from patents (1976-2016). Task: Predict the reactants needed to synthesize the given product. (1) Given the product [ClH:20].[C:9]1([C:1]2[CH:6]=[CH:5][C:4]([CH:7]=[N:19][NH:18][C:15]([NH2:17])=[NH:16])=[CH:3][CH:2]=2)[CH:14]=[CH:13][CH:12]=[CH:11][CH:10]=1, predict the reactants needed to synthesize it. The reactants are: [C:1]1([C:9]2[CH:14]=[CH:13][CH:12]=[CH:11][CH:10]=2)[CH:6]=[CH:5][C:4]([CH:7]=O)=[CH:3][CH:2]=1.[C:15]([NH:18][NH2:19])([NH2:17])=[NH:16].[ClH:20]. (2) Given the product [Br:10][C:11]1[CH:16]=[CH:15][C:14]([CH2:17][O:6][CH2:5][C@@H:4]([CH3:7])[CH2:3][O:2][CH3:1])=[CH:13][CH:12]=1, predict the reactants needed to synthesize it. The reactants are: [CH3:1][O:2][CH2:3][C@H:4]([CH3:7])[CH2:5][OH:6].[H-].[Na+].[Br:10][C:11]1[CH:16]=[CH:15][C:14]([CH2:17]Cl)=[CH:13][CH:12]=1. (3) Given the product [Cl:38][C:30]1[C:29]([O:28][C:3]2[C:4]3[N:8]=[N:7][N:6]([CH2:9][C:10]4[C:18]5[C:13](=[N:14][CH:15]=[CH:16][CH:17]=5)[NH:12][N:11]=4)[C:5]=3[CH:26]=[CH:27][C:2]=2[Cl:1])=[CH:34][C:33]([Cl:35])=[CH:32][C:31]=1[C:36]#[N:37], predict the reactants needed to synthesize it. The reactants are: [Cl:1][C:2]1[CH:27]=[CH:26][C:5]2[N:6]([CH2:9][C:10]3[C:18]4[C:13](=[N:14][CH:15]=[CH:16][CH:17]=4)[N:12](C(OC(C)(C)C)=O)[N:11]=3)[N:7]=[N:8][C:4]=2[C:3]=1[O:28][C:29]1[CH:34]=[C:33]([Cl:35])[CH:32]=[C:31]([C:36]#[N:37])[C:30]=1[Cl:38]. (4) Given the product [Br:20][C:2]1[CH:7]=[CH:6][N:5]=[C:4]([N:8]2[CH2:13][CH2:12][NH:11][CH2:10][CH2:9]2)[CH:3]=1, predict the reactants needed to synthesize it. The reactants are: N[C:2]1[CH:7]=[CH:6][N:5]=[C:4]([N:8]2[CH2:13][CH2:12][NH:11][CH2:10][CH2:9]2)[CH:3]=1.N([O-])=O.[Na+].[OH-].[K+].[BrH:20]. (5) Given the product [F:14][C:15]1[CH:16]=[C:17]([S:22]([CH2:27][C:28]2[CH:29]=[CH:30][C:31]([C:34]([F:43])([C:35]([F:36])([F:37])[F:38])[C:39]([F:41])([F:42])[F:40])=[CH:32][CH:33]=2)(=[O:24])=[O:23])[CH:18]=[CH:19][C:20]=1[CH3:21], predict the reactants needed to synthesize it. The reactants are: OP([O-])([O-])=O.[Na+].[Na+].S([O-])([O-])=O.[Na+].[Na+].[F:14][C:15]1[CH:16]=[C:17]([S:22](Cl)(=[O:24])=[O:23])[CH:18]=[CH:19][C:20]=1[CH3:21].Br[CH2:27][C:28]1[CH:33]=[CH:32][C:31]([C:34]([F:43])([C:39]([F:42])([F:41])[F:40])[C:35]([F:38])([F:37])[F:36])=[CH:30][CH:29]=1. (6) The reactants are: [CH:1]12[CH2:11][CH2:10][CH:7]([CH2:8][CH2:9]1)[CH:6]1[CH:2]2[CH2:3][NH:4][CH2:5]1.[OH:12]O.C(Cl)Cl.CO. Given the product [CH:7]12[CH2:10][CH2:11][CH:1]([CH2:9][CH2:8]1)[CH:2]1[CH:6]2[CH:5]=[N+:4]([O-:12])[CH2:3]1, predict the reactants needed to synthesize it. (7) Given the product [Br:9][CH2:8][C:6]1[CH:5]=[C:4]([Cl:10])[N:3]=[CH:2][N:7]=1, predict the reactants needed to synthesize it. The reactants are: Br[C:2]1[N:7]=[C:6]([CH2:8][Br:9])[CH:5]=[CH:4][N:3]=1.[Cl:10]C1C=C(C)N=CN=1. (8) Given the product [F:28][CH2:27][CH2:26][O:7][C:8]1[CH:21]=[CH:20][C:11]2[NH:12][C:13](=[O:19])[CH2:14][N:15]([CH3:18])[C:16](=[O:17])[C:10]=2[CH:9]=1, predict the reactants needed to synthesize it. The reactants are: C(=O)([O-])[O-].[Cs+].[Cs+].[OH:7][C:8]1[CH:21]=[CH:20][C:11]2[NH:12][C:13](=[O:19])[CH2:14][N:15]([CH3:18])[C:16](=[O:17])[C:10]=2[CH:9]=1.S(C1C=CC(C)=CC=1)(O[CH2:26][CH2:27][F:28])(=O)=O.C(Cl)Cl.